From a dataset of Reaction yield outcomes from USPTO patents with 853,638 reactions. Predict the reaction yield, written as a fraction of the theoretical maximum amount of product (1.0 means a 100% yield; for example, 0.34 means a 34% yield). (1) The reactants are [I:1][CH3:2].[F:3][C:4]1[CH:9]=[C:8]([N:10]2[CH:14]=[N:13][C:12]([CH3:15])=[N:11]2)[C:7]([O:16][CH3:17])=[CH:6][C:5]=1[NH:18][C:19]([NH2:21])=[S:20]. The catalyst is C(O)C. The product is [IH:1].[F:3][C:4]1[CH:9]=[C:8]([N:10]2[CH:14]=[N:13][C:12]([CH3:15])=[N:11]2)[C:7]([O:16][CH3:17])=[CH:6][C:5]=1[NH:18][C:19]([S:20][CH3:2])=[NH:21]. The yield is 1.05. (2) The reactants are [O:1]1[CH2:6][CH2:5][CH2:4][CH2:3][CH:2]1[N:7]1[CH:11]=[CH:10][C:9]([C:12]([C:14]2[CH:31]=[CH:30][C:17]3[N:18]([CH2:22][O:23][CH2:24][CH2:25][Si:26]([CH3:29])([CH3:28])[CH3:27])[C:19](=[O:21])[S:20][C:16]=3[CH:15]=2)=[CH2:13])=[N:8]1.[H][H]. The catalyst is C(O)C.[Pd]. The product is [O:1]1[CH2:6][CH2:5][CH2:4][CH2:3][CH:2]1[N:7]1[CH:11]=[CH:10][C:9]([CH:12]([C:14]2[CH:31]=[CH:30][C:17]3[N:18]([CH2:22][O:23][CH2:24][CH2:25][Si:26]([CH3:29])([CH3:28])[CH3:27])[C:19](=[O:21])[S:20][C:16]=3[CH:15]=2)[CH3:13])=[N:8]1. The yield is 0.950.